Dataset: hERG Central: cardiac toxicity at 1µM, 10µM, and general inhibition. Task: Predict hERG channel inhibition at various concentrations. (1) The compound is O=c1cc2c(nn1Cc1ccc(F)cc1)-c1ccccc1CC2. Results: hERG_inhib (hERG inhibition (general)): blocker. (2) The drug is Cl.N=c1sccn1CC(=O)Nc1ccc(SC(F)F)cc1. Results: hERG_inhib (hERG inhibition (general)): blocker. (3) The molecule is O=C(CN1C(=O)c2ccc([N+](=O)[O-])cc2C1=O)Nc1cc(S(=O)(=O)N2CCOCC2)ccc1Cl. Results: hERG_inhib (hERG inhibition (general)): blocker.